This data is from Full USPTO retrosynthesis dataset with 1.9M reactions from patents (1976-2016). The task is: Predict the reactants needed to synthesize the given product. (1) Given the product [CH3:1][CH:2]1[CH2:7][CH2:6][C:5]2[N:22]([C:23]3[CH:31]=[CH:30][C:26]([C:27]([OH:29])=[O:28])=[CH:25][CH:24]=3)[C:10]([C:12]3[N:16]([CH3:17])[C:15]4[CH:18]=[CH:19][CH:20]=[CH:21][C:14]=4[N:13]=3)=[CH:9][C:4]=2[CH2:3]1, predict the reactants needed to synthesize it. The reactants are: [CH3:1][CH:2]1[CH2:7][CH2:6][C:5](=O)[CH:4]([CH2:9][C:10]([C:12]2[N:16]([CH3:17])[C:15]3[CH:18]=[CH:19][CH:20]=[CH:21][C:14]=3[N:13]=2)=O)[CH2:3]1.[NH2:22][C:23]1[CH:31]=[CH:30][C:26]([C:27]([OH:29])=[O:28])=[CH:25][CH:24]=1. (2) The reactants are: Br[C:2]1[CH:3]=[C:4]([CH2:8][CH2:9][CH2:10][NH:11][C:12](=[O:17])[C:13]([F:16])([F:15])[F:14])[CH:5]=[CH:6][CH:7]=1.[C:18]([C:20]1([OH:26])[CH2:25][CH2:24][CH2:23][CH2:22][CH2:21]1)#[CH:19]. Given the product [F:14][C:13]([F:16])([F:15])[C:12]([NH:11][CH2:10][CH2:9][CH2:8][C:4]1[CH:5]=[CH:6][CH:7]=[C:2]([C:19]#[C:18][C:20]2([OH:26])[CH2:25][CH2:24][CH2:23][CH2:22][CH2:21]2)[CH:3]=1)=[O:17], predict the reactants needed to synthesize it.